The task is: Predict the product of the given reaction.. This data is from Forward reaction prediction with 1.9M reactions from USPTO patents (1976-2016). (1) Given the reactants C([Zn]CC)C.CCCCCC.[C:12]([OH:18])([C:14](F)(F)F)=[O:13].COC([CH:23]1[CH2:27][C:26](=[CH2:28])[CH2:25][N:24]1[C:29]([O:31][CH2:32][C:33]1[CH:38]=[CH:37][CH:36]=[CH:35][CH:34]=1)=[O:30])=O.C[N+]1([O-])CCOCC1, predict the reaction product. The product is: [CH2:32]([O:31][C:29]([N:24]1[CH:14]([C:12]([OH:18])=[O:13])[CH2:28][C:26]2([CH2:27][CH2:23]2)[CH2:25]1)=[O:30])[C:33]1[CH:34]=[CH:35][CH:36]=[CH:37][CH:38]=1. (2) The product is: [CH3:8][O:9][C:10]1[N:15]=[C:14]([O:16][CH3:17])[C:13]([C:2]2[N:3]=[C:4]([CH3:7])[S:5][CH:6]=2)=[CH:12][N:11]=1. Given the reactants Br[C:2]1[N:3]=[C:4]([CH3:7])[S:5][CH:6]=1.[CH3:8][O:9][C:10]1[N:15]=[C:14]([O:16][CH3:17])[C:13](B(O)O)=[CH:12][N:11]=1.O.C([O-])(O)=O.[Na+], predict the reaction product. (3) Given the reactants [N:1]1[C:10]2[C:5](=[CH:6][C:7]([C:11]([OH:13])=O)=[CH:8][CH:9]=2)[CH:4]=[CH:3][CH:2]=1.[CH2:14]([O:21][C:22]1[CH:27]=[CH:26][C:25]([NH2:28])=[CH:24][CH:23]=1)[C:15]1[CH:20]=[CH:19][CH:18]=[CH:17][CH:16]=1.F[P-](F)(F)(F)(F)F.N1(O[P+](N(C)C)(N(C)C)N(C)C)C2C=CC=CC=2N=N1.C(N(CC)CC)C, predict the reaction product. The product is: [CH2:14]([O:21][C:22]1[CH:23]=[CH:24][C:25]([NH:28][C:11]([C:7]2[CH:6]=[C:5]3[C:10](=[CH:9][CH:8]=2)[N:1]=[CH:2][CH:3]=[CH:4]3)=[O:13])=[CH:26][CH:27]=1)[C:15]1[CH:16]=[CH:17][CH:18]=[CH:19][CH:20]=1. (4) Given the reactants [NH2:1][CH2:2][CH2:3][CH:4]([C:12]1[CH:16]=[C:15]([N:17]2[CH2:22][CH2:21][O:20][CH2:19][CH2:18]2)[S:14][C:13]=1[C:23]([O:25]CC)=O)[C:5]1[CH:10]=[CH:9][C:8]([Cl:11])=[CH:7][CH:6]=1.C(O)(C(F)(F)F)=O.[O-]CC.[Na+].O, predict the reaction product. The product is: [Cl:11][C:8]1[CH:9]=[CH:10][C:5]([CH:4]2[CH2:3][CH2:2][NH:1][C:23](=[O:25])[C:13]3[S:14][C:15]([N:17]4[CH2:18][CH2:19][O:20][CH2:21][CH2:22]4)=[CH:16][C:12]2=3)=[CH:6][CH:7]=1.